Task: Predict the product of the given reaction.. Dataset: Forward reaction prediction with 1.9M reactions from USPTO patents (1976-2016) (1) Given the reactants [F:1][C:2]1[C:7]([F:8])=[C:6]([O:9][CH2:10][C@H:11]2[CH2:16][CH2:15][C@H:14]([C@H:17]3[CH2:22][CH2:21][C@H:20]([CH:23]=[CH2:24])[CH2:19][CH2:18]3)[CH2:13][CH2:12]2)[CH:5]=[CH:4][C:3]=1[OH:25].[CH2:26]([C@H:28]1[CH2:33][CH2:32][C@H:31]([CH2:34]Br)[CH2:30][CH2:29]1)[CH3:27].P([O-])([O-])([O-])=O.[K+].[K+].[K+].O, predict the reaction product. The product is: [F:1][C:2]1[C:7]([F:8])=[C:6]([O:9][CH2:10][C@H:11]2[CH2:12][CH2:13][C@H:14]([C@H:17]3[CH2:22][CH2:21][C@H:20]([CH:23]=[CH2:24])[CH2:19][CH2:18]3)[CH2:15][CH2:16]2)[CH:5]=[CH:4][C:3]=1[O:25][CH2:34][C@H:31]1[CH2:32][CH2:33][C@H:28]([CH2:26][CH3:27])[CH2:29][CH2:30]1. (2) Given the reactants [Cl:1][C:2]1[CH:7]=[CH:6][C:5]([N:8]2[C:16](=[O:17])[C:15]3[N:14]=[CH:13][N:12]([C:18]4[CH:19]=[C:20]([CH:23]=[CH:24][CH:25]=4)[C:21]#[N:22])[C:11]=3[N:10]=[C:9]2[C:26]2[CH:31]=[CH:30][C:29](B3OC(C)(C)C(C)(C)O3)=[CH:28][CH:27]=2)=[CH:4][CH:3]=1.[NH2:41][C:42]1[CH:43]=[CH:44][C:45](Br)=[N:46][CH:47]=1.C(=O)([O-])[O-].[Cs+].[Cs+], predict the reaction product. The product is: [NH2:41][C:42]1[CH:43]=[CH:44][C:45]([C:29]2[CH:28]=[CH:27][C:26]([C:9]3[N:8]([C:5]4[CH:4]=[CH:3][C:2]([Cl:1])=[CH:7][CH:6]=4)[C:16](=[O:17])[C:15]4[N:14]=[CH:13][N:12]([C:18]5[CH:19]=[C:20]([CH:23]=[CH:24][CH:25]=5)[C:21]#[N:22])[C:11]=4[N:10]=3)=[CH:31][CH:30]=2)=[N:46][CH:47]=1. (3) Given the reactants COC1C=CC=C(OC)C=1C(N[C@H]1CCC[C@@H]1N[C:14]1[CH:23]=[N:22][C:21]2[C:16](=[CH:17][CH:18]=[CH:19][CH:20]=2)[N:15]=1)=O.Cl.[NH2:31][C@H:32]1[CH2:36][CH2:35][CH2:34][C@@H:33]1[NH:37][C:38](=[O:51])[C:39]1[CH:44]=[C:43]([CH3:45])[CH:42]=[CH:41][C:40]=1[N:46]1[N:50]=[CH:49][CH:48]=[N:47]1.ClC1C=NC2C(=CC=CC=2)N=1, predict the reaction product. The product is: [CH3:45][C:43]1[CH:42]=[CH:41][C:40]([N:46]2[N:47]=[CH:48][CH:49]=[N:50]2)=[C:39]([CH:44]=1)[C:38]([NH:37][C@H:33]1[CH2:34][CH2:35][CH2:36][C@@H:32]1[NH:31][C:14]1[CH:23]=[N:22][C:21]2[C:16](=[CH:17][CH:18]=[CH:19][CH:20]=2)[N:15]=1)=[O:51]. (4) The product is: [CH2:15]([C:23]1[CH:24]=[CH:25][C:26]([C:8]([N:4]2[CH2:5][CH2:6][CH2:7][CH:3]2[C:1]#[N:2])=[O:10])=[CH:30][CH:31]=1)[CH2:16][CH2:17][CH2:18][CH2:19][CH2:20][CH2:21][CH3:22]. Given the reactants [C:1]([CH:3]1[CH2:7][CH2:6][CH2:5][N:4]1[C:8]([O:10]C(C)(C)C)=O)#[N:2].[CH2:15]([C:23]1[CH:31]=[CH:30][C:26](C(O)=O)=[CH:25][CH:24]=1)[CH2:16][CH2:17][CH2:18][CH2:19][CH2:20][CH2:21][CH3:22], predict the reaction product. (5) Given the reactants C(Cl)(=O)C(Cl)=O.[Br:7][C:8]1[CH:13]=[CH:12][C:11]([CH:14]([CH3:18])[C:15]([OH:17])=O)=[CH:10][CH:9]=1.Cl.[CH2:20]([NH2:22])[CH3:21].O, predict the reaction product. The product is: [CH2:20]([NH:22][C:15](=[O:17])[CH:14]([C:11]1[CH:10]=[CH:9][C:8]([Br:7])=[CH:13][CH:12]=1)[CH3:18])[CH3:21]. (6) Given the reactants [Cl:1][C:2]1[CH:3]=[C:4]([CH2:31][C:32]([O:34][CH2:35][CH3:36])=[O:33])[CH:5]=[CH:6][C:7]=1[N:8]1[C:16](=[O:17])[C:15]2[C:14]([O:18][CH2:19][CH3:20])=[C:13]3[CH:21]=[CH:22][CH:23]=[CH:24][C:12]3=[C:11]([O:25][CH2:26][CH:27]([F:29])[F:28])[C:10]=2[CH:9]1O.[Cl:37][C:38]1[CH:39]=[C:40]([CH2:67][C:68]([O:70][CH2:71][CH3:72])=[O:69])[CH:41]=[CH:42][C:43]=1[N:44]1[CH:52](O)[C:51]2[C:50]([O:54][CH2:55][CH3:56])=[C:49]3[CH:57]=[CH:58][CH:59]=[CH:60][C:48]3=[C:47]([O:61][CH2:62][CH:63]([F:65])[F:64])[C:46]=2[C:45]1=[O:66].C([SiH](CC)CC)C, predict the reaction product. The product is: [Cl:1][C:2]1[CH:3]=[C:4]([CH2:31][C:32]([O:34][CH2:35][CH3:36])=[O:33])[CH:5]=[CH:6][C:7]=1[N:8]1[C:16](=[O:17])[C:15]2[C:14]([O:18][CH2:19][CH3:20])=[C:13]3[CH:21]=[CH:22][CH:23]=[CH:24][C:12]3=[C:11]([O:25][CH2:26][CH:27]([F:29])[F:28])[C:10]=2[CH2:9]1.[Cl:37][C:38]1[CH:39]=[C:40]([CH2:67][C:68]([O:70][CH2:71][CH3:72])=[O:69])[CH:41]=[CH:42][C:43]=1[N:44]1[C:45](=[O:66])[C:46]2[C:47]([O:61][CH2:62][CH:63]([F:65])[F:64])=[C:48]3[CH:60]=[CH:59][CH:58]=[CH:57][C:49]3=[C:50]([O:54][CH2:55][CH3:56])[C:51]=2[CH2:52]1. (7) Given the reactants C([O:3][C:4](=O)[CH:5]=[C:6]([C:9]1[CH:14]=[C:13]([Si:15]([CH3:18])([CH3:17])[CH3:16])[N:12]=[C:11]([O:19][CH3:20])[C:10]=1[CH2:21][O:22][CH2:23][O:24][CH3:25])[CH2:7][CH3:8])C.[H-].[H-].[H-].[H-].[Li+].[Al+3], predict the reaction product. The product is: [CH3:20][O:19][C:11]1[C:10]([CH2:21][O:22][CH2:23][O:24][CH3:25])=[C:9]([C:6]([CH2:7][CH3:8])=[CH:5][CH2:4][OH:3])[CH:14]=[C:13]([Si:15]([CH3:18])([CH3:17])[CH3:16])[N:12]=1.